Dataset: Catalyst prediction with 721,799 reactions and 888 catalyst types from USPTO. Task: Predict which catalyst facilitates the given reaction. (1) Product: [F:25][C:22]1[CH:21]=[CH:20][C:19]([O:18][CH2:17][CH2:16][CH2:15][CH2:14][CH2:13][C:10]2[CH:9]=[CH:8][C:7]([CH2:6][NH2:5])=[CH:12][CH:11]=2)=[CH:24][CH:23]=1. The catalyst class is: 24. Reactant: FC(F)(F)C([NH:5][CH2:6][C:7]1[CH:12]=[CH:11][C:10]([CH2:13][CH2:14][CH2:15][CH2:16][CH2:17][O:18][C:19]2[CH:24]=[CH:23][C:22]([F:25])=[CH:21][CH:20]=2)=[CH:9][CH:8]=1)=O.[OH-].[Na+]. (2) Reactant: [NH:1]1[CH2:6][CH2:5][CH2:4][CH2:3][CH2:2]1.Br[CH2:8][CH2:9][CH2:10][CH2:11][N:12]1C(=O)C2C(=CC=CC=2)C1=O.C(N(CC)CC)C.O.NN. Product: [N:1]1([CH2:8][CH2:9][CH2:10][CH2:11][NH2:12])[CH2:6][CH2:5][CH2:4][CH2:3][CH2:2]1. The catalyst class is: 8. (3) Reactant: C[O:2][C:3](=[O:25])[C:4]1[CH:9]=[C:8]([C:10]2[CH:15]=[CH:14][C:13]([CH3:16])=[CH:12][N:11]=2)[CH:7]=[C:6]([N:17]2[CH:21]=[CH:20][N:19]=[C:18]2[CH:22]([CH3:24])[CH3:23])[CH:5]=1.[OH-].[Na+]. Product: [CH:22]([C:18]1[N:17]([C:6]2[CH:5]=[C:4]([CH:9]=[C:8]([C:10]3[CH:15]=[CH:14][C:13]([CH3:16])=[CH:12][N:11]=3)[CH:7]=2)[C:3]([OH:25])=[O:2])[CH:21]=[CH:20][N:19]=1)([CH3:24])[CH3:23]. The catalyst class is: 5. (4) Reactant: Cl[C:2]1[C:8]2[CH:9]=[CH:10][CH:11]=[CH:12][C:7]=2[O:6][C:5]2[CH:13]=[CH:14][CH:15]=[CH:16][C:4]=2[N:3]=1.C1COCC1.[CH:22]1([Mg]Cl)[CH2:27][CH2:26][CH2:25][CH2:24][CH2:23]1. Product: [CH:22]1([C:2]2[C:8]3[CH:9]=[CH:10][CH:11]=[CH:12][C:7]=3[O:6][C:5]3[CH:13]=[CH:14][CH:15]=[CH:16][C:4]=3[N:3]=2)[CH2:27][CH2:26][CH2:25][CH2:24][CH2:23]1. The catalyst class is: 60. (5) Reactant: [OH:1][C:2]1[CH:3]=[CH:4][C:5]([CH3:10])=[C:6]([CH:9]=1)[C:7]#[N:8].[N+:11]([O-])([OH:13])=[O:12].O. Product: [OH:1][C:2]1[C:3]([N+:11]([O-:13])=[O:12])=[CH:4][C:5]([CH3:10])=[C:6]([CH:9]=1)[C:7]#[N:8]. The catalyst class is: 2. (6) Reactant: [CH3:1][C:2]1[CH:3]=[C:4]([CH2:11][C@@H:12]([O:16][C:17]([N:19]2[CH2:24][CH2:23][CH:22]([C:25]3[C:26](=[O:35])[NH:27][C:28]4[C:33]([CH:34]=3)=[CH:32][CH:31]=[CH:30][CH:29]=4)[CH2:21][CH2:20]2)=[O:18])[C:13](O)=[O:14])[CH:5]=[C:6]2[C:10]=1[NH:9][N:8]=[CH:7]2.C(N(C(C)C)CC)(C)C.[NH:45]1[CH2:50][CH2:49][CH2:48][CH2:47][CH2:46]1.C1CN([P+](ON2N=NC3C=CC=CC2=3)(N2CCCC2)N2CCCC2)CC1.F[P-](F)(F)(F)(F)F. Product: [O:35]=[C:26]1[C:25]([CH:22]2[CH2:21][CH2:20][N:19]([C:17]([O:16][C@H:12]([CH2:11][C:4]3[CH:5]=[C:6]4[C:10](=[C:2]([CH3:1])[CH:3]=3)[NH:9][N:8]=[CH:7]4)[C:13](=[O:14])[N:45]3[CH2:50][CH2:49][CH2:48][CH2:47][CH2:46]3)=[O:18])[CH2:24][CH2:23]2)=[CH:34][C:33]2[C:28](=[CH:29][CH:30]=[CH:31][CH:32]=2)[NH:27]1. The catalyst class is: 204.